From a dataset of Full USPTO retrosynthesis dataset with 1.9M reactions from patents (1976-2016). Predict the reactants needed to synthesize the given product. (1) Given the product [N:18]1([CH:24]2[CH2:29][CH2:28][N:27]([C:30]3[CH:35]=[CH:34][C:33]([NH:36][C:16]([NH:15][C:12]4[CH:11]=[CH:10][C:9]([O:8][C:6]5[CH:7]=[C:2]([Cl:1])[N:3]=[CH:4][N:5]=5)=[CH:14][CH:13]=4)=[O:17])=[CH:32][C:31]=3[C:37]([F:40])([F:38])[F:39])[CH2:26][CH2:25]2)[CH2:23][CH2:22][CH2:21][CH2:20][CH2:19]1, predict the reactants needed to synthesize it. The reactants are: [Cl:1][C:2]1[CH:7]=[C:6]([O:8][C:9]2[CH:14]=[CH:13][C:12]([N:15]=[C:16]=[O:17])=[CH:11][CH:10]=2)[N:5]=[CH:4][N:3]=1.[N:18]1([CH:24]2[CH2:29][CH2:28][N:27]([C:30]3[CH:35]=[CH:34][C:33]([NH2:36])=[CH:32][C:31]=3[C:37]([F:40])([F:39])[F:38])[CH2:26][CH2:25]2)[CH2:23][CH2:22][CH2:21][CH2:20][CH2:19]1. (2) Given the product [CH3:11][O:10][C:9]1[CH:8]=[CH:7][N:6]=[CH:5][C:4]=1[C:2](=[S:1])[NH2:3], predict the reactants needed to synthesize it. The reactants are: [SH2:1].[C:2]([C:4]1[CH:5]=[N:6][CH:7]=[CH:8][C:9]=1[O:10][CH3:11])#[N:3].C(N(CC)CC)C. (3) Given the product [C:1]([O:5][C:6](=[O:76])[CH2:7][O:8][CH2:9][CH2:10][O:11][CH2:12][CH2:13][O:14][CH2:15][CH2:16][O:17][CH2:18][CH2:19][O:20][CH2:21][CH2:22][O:23][C:24]1[CH:25]=[C:26]([O:53][CH2:54][CH2:55][O:56][CH2:57][CH2:58][O:59][CH2:60][CH2:61][O:62][CH2:63][CH2:64][O:65][CH2:66][CH2:67][OH:68])[CH:27]=[C:28]([O:30][CH2:31][CH2:32][O:33][CH2:34][CH2:35][O:36][CH2:37][CH2:38][O:39][CH2:40][CH2:41][O:42][CH2:43][CH2:44][OH:45])[CH:29]=1)([CH3:2])([CH3:4])[CH3:3], predict the reactants needed to synthesize it. The reactants are: [C:1]([O:5][C:6](=[O:76])[CH2:7][O:8][CH2:9][CH2:10][O:11][CH2:12][CH2:13][O:14][CH2:15][CH2:16][O:17][CH2:18][CH2:19][O:20][CH2:21][CH2:22][O:23][C:24]1[CH:29]=[C:28]([O:30][CH2:31][CH2:32][O:33][CH2:34][CH2:35][O:36][CH2:37][CH2:38][O:39][CH2:40][CH2:41][O:42][CH2:43][CH2:44][O:45]CC2C=CC=CC=2)[CH:27]=[C:26]([O:53][CH2:54][CH2:55][O:56][CH2:57][CH2:58][O:59][CH2:60][CH2:61][O:62][CH2:63][CH2:64][O:65][CH2:66][CH2:67][O:68]CC2C=CC=CC=2)[CH:25]=1)([CH3:4])([CH3:3])[CH3:2].[H][H].C(OCC)(=O)C. (4) Given the product [OH2:2].[N:39]1([CH2:28][CH2:23][S:1]([OH:17])(=[O:4])=[O:3])[CH2:38][CH2:37][O:19][CH2:57][CH2:50]1, predict the reactants needed to synthesize it. The reactants are: [S:1]([O-:17])([O:4]CCCCCCCCCCCC)(=[O:3])=[O:2].[Na+].[OH-:19].[Na+].C=C[C:23]1[CH:28]=CC=CC=1.C(C1C=CC=CC=1[CH:37]=[CH2:38])=C.[N:39]([C:50]([C:57]#N)(C)CCC(O)=O)=NC(C#N)(C)CCC(O)=O.